From a dataset of Forward reaction prediction with 1.9M reactions from USPTO patents (1976-2016). Predict the product of the given reaction. (1) Given the reactants [NH2:1][C:2]1[CH:3]=[C:4]([CH:8]2[CH:14]([OH:15])[C:13]([CH2:18][CH2:19][CH2:20][CH3:21])([CH2:16][CH3:17])[CH2:12][S:11](=[O:23])(=[O:22])[C:10]3[CH:24]=[CH:25][C:26]([N:28]([CH3:30])[CH3:29])=[CH:27][C:9]2=3)[CH:5]=[CH:6][CH:7]=1.[C:31](O)(=[O:39])[CH2:32][CH2:33][CH2:34][CH2:35][C:36]([OH:38])=[O:37].C1(N=C=NC2CCCCC2)CCCCC1.N1(O)C2C=CC=CC=2N=N1, predict the reaction product. The product is: [CH2:18]([C:13]1([CH2:16][CH3:17])[CH2:12][S:11](=[O:22])(=[O:23])[C:10]2[CH:24]=[CH:25][C:26]([N:28]([CH3:29])[CH3:30])=[CH:27][C:9]=2[CH:8]([C:4]2[CH:3]=[C:2]([NH:1][C:31]([CH2:32][CH2:33][CH2:34][CH2:35][C:36]([OH:38])=[O:37])=[O:39])[CH:7]=[CH:6][CH:5]=2)[CH:14]1[OH:15])[CH2:19][CH2:20][CH3:21]. (2) Given the reactants Br[C:2]1[CH:3]=[C:4]([NH2:20])[C:5]2[CH:6]=[N:7][N:8]([S:11]([C:14]3[CH:19]=[CH:18][CH:17]=[CH:16][CH:15]=3)(=[O:13])=[O:12])[C:9]=2[CH:10]=1.C([O-])(=O)C.[K+].[CH3:26][C:27]1([CH3:45])[CH2:32][C:31]([CH3:34])([CH3:33])[O:30][B:29]([B:29]2[O:30][C:31]([CH3:34])([CH3:33])[CH2:32][C:27]([CH3:45])([CH3:26])[O:28]2)[O:28]1.O1CCOCC1, predict the reaction product. The product is: [C:14]1([S:11]([N:8]2[C:9]3[CH:10]=[C:2]([B:29]4[O:30][C:31]([CH3:34])([CH3:33])[CH2:32][C:27]([CH3:45])([CH3:26])[O:28]4)[CH:3]=[C:4]([NH2:20])[C:5]=3[CH:6]=[N:7]2)(=[O:13])=[O:12])[CH:19]=[CH:18][CH:17]=[CH:16][CH:15]=1. (3) Given the reactants [Cl:1][C:2]1[CH:11]=[CH:10][C:9]2[CH:8]([OH:12])[CH2:7][CH2:6][CH2:5][C:4]=2[N:3]=1.N1C=CN=C1.[CH3:18][C:19]([Si:22](Cl)([CH3:24])[CH3:23])([CH3:21])[CH3:20], predict the reaction product. The product is: [Si:22]([O:12][CH:8]1[CH2:7][CH2:6][CH2:5][C:4]2[N:3]=[C:2]([Cl:1])[CH:11]=[CH:10][C:9]1=2)([C:19]([CH3:21])([CH3:20])[CH3:18])([CH3:24])[CH3:23].